This data is from Forward reaction prediction with 1.9M reactions from USPTO patents (1976-2016). The task is: Predict the product of the given reaction. (1) Given the reactants O1[C:5]2([CH2:10][CH2:9][CH:8]([O:11][C:12]3[CH:17]=[C:16]([C:18]([OH:21])([CH3:20])[CH3:19])[CH:15]=[C:14]([C:22]([F:25])([F:24])[F:23])[N:13]=3)[CH2:7][CH2:6]2)[O:4]CC1.O, predict the reaction product. The product is: [OH:21][C:18]([C:16]1[CH:15]=[C:14]([C:22]([F:24])([F:25])[F:23])[N:13]=[C:12]([O:11][CH:8]2[CH2:9][CH2:10][C:5](=[O:4])[CH2:6][CH2:7]2)[CH:17]=1)([CH3:20])[CH3:19]. (2) Given the reactants [NH:1]1[C:9]2[C:4](=[CH:5][CH:6]=[C:7]([CH:10]=[N:11]O)[CH:8]=2)[CH:3]=[CH:2]1.C(N(CC)CC)C, predict the reaction product. The product is: [NH:1]1[C:9]2[C:4](=[CH:5][CH:6]=[C:7]([C:10]#[N:11])[CH:8]=2)[CH:3]=[CH:2]1. (3) Given the reactants [C:1]1([C:7]2[NH:8][C:9](=[O:13])[CH2:10][S:11][CH:12]=2)[CH:6]=[CH:5][CH:4]=[CH:3][CH:2]=1.[C:14](=O)([O-])[O-].[K+].[K+].CI, predict the reaction product. The product is: [CH3:14][N:8]1[C:7]([C:1]2[CH:2]=[CH:3][CH:4]=[CH:5][CH:6]=2)=[CH:12][S:11][CH2:10][C:9]1=[O:13]. (4) Given the reactants [CH:1]1[C:13]2[N:12]([C@@H:14]([CH2:25][C:26]([O:28][CH2:29][CH2:30][OH:31])=[O:27])[C:15]([O:17][CH2:18][C:19]3[CH:24]=[CH:23][CH:22]=[CH:21][CH:20]=3)=[O:16])[C:11]3[C:6](=[CH:7][CH:8]=[CH:9][CH:10]=3)[C:5]=2[CH:4]=[CH:3][CH:2]=1.[CH2:32]([O:39][C:40]([NH:42][C:43]1[CH:51]=[CH:50][C:46]([C:47](O)=[O:48])=[CH:45][CH:44]=1)=[O:41])[C:33]1[CH:38]=[CH:37][CH:36]=[CH:35][CH:34]=1, predict the reaction product. The product is: [CH:1]1[C:13]2[N:12]([C@@H:14]([CH2:25][C:26]([O:28][CH2:29][CH2:30][O:31][C:47](=[O:48])[C:46]3[CH:45]=[CH:44][C:43]([NH:42][C:40]([O:39][CH2:32][C:33]4[CH:38]=[CH:37][CH:36]=[CH:35][CH:34]=4)=[O:41])=[CH:51][CH:50]=3)=[O:27])[C:15]([O:17][CH2:18][C:19]3[CH:24]=[CH:23][CH:22]=[CH:21][CH:20]=3)=[O:16])[C:11]3[C:6](=[CH:7][CH:8]=[CH:9][CH:10]=3)[C:5]=2[CH:4]=[CH:3][CH:2]=1. (5) Given the reactants [Br:1][C:2]1[C:7]([F:8])=[CH:6][C:5]([OH:9])=[C:4]([N:10]=[CH:11][C:12]2[CH:17]=[CH:16][C:15]([F:18])=[CH:14][C:13]=2F)[CH:3]=1.C([O-])([O-])=O.[Cs+].[Cs+].O, predict the reaction product. The product is: [Br:1][C:2]1[C:7]([F:8])=[CH:6][C:5]2[O:9][C:13]3[CH:14]=[C:15]([F:18])[CH:16]=[CH:17][C:12]=3[CH:11]=[N:10][C:4]=2[CH:3]=1. (6) Given the reactants [CH3:1][N:2]1[C:6]([C:7]2[CH:8]=[C:9]([O:14][CH2:15][CH:16]3[CH2:21][CH2:20][NH:19][CH2:18][CH2:17]3)[C:10]([NH2:13])=[N:11][CH:12]=2)=[CH:5][N:4]=[N:3]1.[Cl:22][C:23]1[N:28]=[C:27]([C:29]([O:31][CH3:32])=[O:30])[CH:26]=[C:25](Cl)[N:24]=1.CCN(C(C)C)C(C)C.CCOC(C)=O, predict the reaction product. The product is: [NH2:13][C:10]1[C:9]([O:14][CH2:15][CH:16]2[CH2:21][CH2:20][N:19]([C:25]3[N:24]=[C:23]([Cl:22])[N:28]=[C:27]([C:29]([O:31][CH3:32])=[O:30])[CH:26]=3)[CH2:18][CH2:17]2)=[CH:8][C:7]([C:6]2[N:2]([CH3:1])[N:3]=[N:4][CH:5]=2)=[CH:12][N:11]=1. (7) Given the reactants [H-].[H-].[H-].[H-].[Li+].[Al+3].[CH3:7][C:8]1[C:16]2[C:15]([NH:17][C@H:18]3[CH2:23][CH2:22][C@H:21]([NH:24][C:25](=O)OC(C)(C)C)[CH2:20][CH2:19]3)=[N:14][CH:13]=[N:12][C:11]=2[S:10][C:9]=1[CH3:32], predict the reaction product. The product is: [CH3:7][C:8]1[C:16]2[C:15]([NH:17][C@H:18]3[CH2:23][CH2:22][C@H:21]([NH:24][CH3:25])[CH2:20][CH2:19]3)=[N:14][CH:13]=[N:12][C:11]=2[S:10][C:9]=1[CH3:32]. (8) Given the reactants [H-].[Al+3].[Li+].[H-].[H-].[H-].[Br:7][C:8]1[CH:15]=[C:14]([CH2:16][CH3:17])[C:11]([C:12]#[N:13])=[C:10]([CH2:18][CH3:19])[CH:9]=1.O.O.O.O.O.O.O.O.O.O.S([O-])([O-])(=O)=O.[Na+].[Na+], predict the reaction product. The product is: [Br:7][C:8]1[CH:9]=[C:10]([CH2:18][CH3:19])[C:11]([CH2:12][NH2:13])=[C:14]([CH2:16][CH3:17])[CH:15]=1.